This data is from Forward reaction prediction with 1.9M reactions from USPTO patents (1976-2016). The task is: Predict the product of the given reaction. Given the reactants [C:1]([N:4]1[C:8]2[CH:9]=[CH:10][CH:11]=[CH:12][C:7]=2[NH:6][C:5]1=[O:13])([CH3:3])=[CH2:2].[C:14]([O:21][CH2:22][CH3:23])(=[O:20])/[CH:15]=[CH:16]/[CH2:17][CH2:18][CH3:19].[OH-].C([N+](C)(C)C)C1C=CC=CC=1.[NH4+].[Cl-], predict the reaction product. The product is: [CH2:22]([O:21][C:14](=[O:20])[CH2:15][CH:16]([N:6]1[C:7]2[CH:12]=[CH:11][CH:10]=[CH:9][C:8]=2[N:4]([C:1]([CH3:3])=[CH2:2])[C:5]1=[O:13])[CH2:17][CH2:18][CH3:19])[CH3:23].